From a dataset of Forward reaction prediction with 1.9M reactions from USPTO patents (1976-2016). Predict the product of the given reaction. (1) The product is: [F:52][C:49]([F:50])([F:51])[S:46]([N:43]1[CH2:44][CH2:45][CH:40]([C:38]2[S:39][C:35]([C:32]3[CH:33]=[CH:34][C:29]([NH2:26])=[CH:30][CH:31]=3)=[CH:36][N:37]=2)[CH2:41][CH2:42]1)(=[O:47])=[O:48]. Given the reactants CC1OC(CC2CCC(C3SC(C4C=CC(N)=CC=4)=CN=3)CC2)=NN=1.[N+:26]([C:29]1[CH:34]=[CH:33][C:32]([C:35]2[S:39][C:38]([CH:40]3[CH2:45][CH2:44][N:43]([S:46]([C:49]([F:52])([F:51])[F:50])(=[O:48])=[O:47])[CH2:42][CH2:41]3)=[N:37][CH:36]=2)=[CH:31][CH:30]=1)([O-])=O, predict the reaction product. (2) Given the reactants Br[C:2]1[CH:10]=[CH:9][CH:8]=[C:7]2[C:3]=1[CH2:4][CH2:5][C@@H:6]2[O:11][Si:12]([C:15]([CH3:18])([CH3:17])[CH3:16])([CH3:14])[CH3:13].BrC1C=[CH:27][CH:26]=[C:25]2C=1CC[C@@H:24]2[OH:29].C1(=O)CCC1, predict the reaction product. The product is: [C:15]([Si:12]([CH3:14])([CH3:13])[O:11][C@@H:6]1[C:7]2[C:3](=[C:2]([C:24]3([OH:29])[CH2:25][CH2:26][CH2:27]3)[CH:10]=[CH:9][CH:8]=2)[CH2:4][CH2:5]1)([CH3:18])([CH3:17])[CH3:16]. (3) Given the reactants CC1(C)[O:6][C@@H:5]([CH2:7][O:8][C:9]2[CH:14]=[CH:13][N:12]=[C:11]([NH:15][C:16]([N:18]3[C@@H:24]4[CH2:25][N:21]([CH2:22][CH2:23]4)[C:20]4[CH:26]=[CH:27][C:28]([C:30]5[CH:35]=[CH:34][CH:33]=[C:32]([C:36]([F:39])([F:38])[F:37])[CH:31]=5)=[N:29][C:19]3=4)=[O:17])[CH:10]=2)[CH2:4][O:3]1.O.Cl.O1CCOCC1, predict the reaction product. The product is: [OH:6][C@H:5]([CH2:4][OH:3])[CH2:7][O:8][C:9]1[CH:14]=[CH:13][N:12]=[C:11]([NH:15][C:16]([N:18]2[C@@H:24]3[CH2:25][N:21]([CH2:22][CH2:23]3)[C:20]3[CH:26]=[CH:27][C:28]([C:30]4[CH:35]=[CH:34][CH:33]=[C:32]([C:36]([F:37])([F:39])[F:38])[CH:31]=4)=[N:29][C:19]2=3)=[O:17])[CH:10]=1. (4) Given the reactants [CH3:1][C:2]1[CH:7]=[CH:6][C:5]([S:8]([O:11][CH2:12][C@@H:13]2[O:18][C:17]3[C:19](CCCO)=[C:20]([O:23][CH2:24][C:25]4C=CC=C[CH:26]=4)[CH:21]=[CH:22][C:16]=3[O:15][CH2:14]2)(=[O:10])=[O:9])=[CH:4][CH:3]=1.[H][H].C1(P(C2C=CC=CC=2)C2C=CC=CC=2)C=CC=CC=1.CC(OC(/N=N/C(OC(C)C)=O)=O)C, predict the reaction product. The product is: [CH3:1][C:2]1[CH:7]=[CH:6][C:5]([S:8]([O:11][CH2:12][CH:13]2[O:18][C:17]3=[C:19]4[C:20](=[CH:21][CH:22]=[C:16]3[O:15][CH2:14]2)[O:23][CH2:24][CH2:25][CH2:26]4)(=[O:10])=[O:9])=[CH:4][CH:3]=1. (5) The product is: [CH:1]1([CH:6]2[CH2:14][C:13]3[C:8](=[C:9]([CH3:32])[C:10]([CH3:31])=[C:11]([O:15][CH2:16][C:17]4[CH:18]=[C:19]([C:35]5[CH:36]=[CH:37][C:38]([F:45])=[C:39]([C:40]([OH:42])=[O:41])[CH:44]=5)[CH:20]=[CH:21][CH:22]=4)[CH:12]=3)[C:7]2=[O:33])[CH2:2][CH2:3][CH2:4][CH2:5]1. Given the reactants [CH:1]1([CH:6]2[CH2:14][C:13]3[C:8](=[C:9]([CH3:32])[C:10]([CH3:31])=[C:11]([O:15][CH2:16][C:17]4[CH:22]=[CH:21][CH:20]=[C:19](B5OCC(C)(C)CO5)[CH:18]=4)[CH:12]=3)[C:7]2=[O:33])[CH2:5][CH2:4][CH2:3][CH2:2]1.Br[C:35]1[CH:36]=[CH:37][C:38]([F:45])=[C:39]([CH:44]=1)[C:40]([O:42]C)=[O:41], predict the reaction product.